This data is from Catalyst prediction with 721,799 reactions and 888 catalyst types from USPTO. The task is: Predict which catalyst facilitates the given reaction. (1) Reactant: C(OC([N:8]([CH2:34][C:35]1[CH:44]=[CH:43][C:38]2[O:39][CH2:40][CH2:41][O:42][C:37]=2[CH:36]=1)[CH:9]1[CH2:14][CH2:13][N:12]([CH2:15][CH2:16][N:17]2[C:26]3[C:21](=[CH:22][CH:23]=[C:24]([O:27][CH3:28])[CH:25]=3)[CH:20]=[C:19]([C:29]([O:31][CH3:32])=[O:30])[C:18]2=[O:33])[CH2:11][CH2:10]1)=O)(C)(C)C.FC(F)(F)C(O)=O. Product: [O:39]1[C:38]2[CH:43]=[CH:44][C:35]([CH2:34][NH:8][CH:9]3[CH2:10][CH2:11][N:12]([CH2:15][CH2:16][N:17]4[C:26]5[C:21](=[CH:22][CH:23]=[C:24]([O:27][CH3:28])[CH:25]=5)[CH:20]=[C:19]([C:29]([O:31][CH3:32])=[O:30])[C:18]4=[O:33])[CH2:13][CH2:14]3)=[CH:36][C:37]=2[O:42][CH2:41][CH2:40]1. The catalyst class is: 22. (2) Reactant: [H-].[Na+].[CH2:3]([OH:10])[C:4]1[CH:9]=[CH:8][CH:7]=[CH:6][CH:5]=1.[CH2:11]([N:18]1[C:27]([C:28]([OH:30])=[O:29])=[C:26]([C:31]2[CH:36]=[CH:35][CH:34]=[CH:33][CH:32]=2)[C:25]2[C:20](=[CH:21][CH:22]=[C:23](F)[CH:24]=2)[C:19]1=[O:38])[C:12]1[CH:17]=[CH:16][CH:15]=[CH:14][CH:13]=1.Cl. Product: [CH2:11]([N:18]1[C:27]([C:28]([OH:30])=[O:29])=[C:26]([C:31]2[CH:32]=[CH:33][CH:34]=[CH:35][CH:36]=2)[C:25]2[C:20](=[CH:21][CH:22]=[C:23]([O:10][CH2:3][C:4]3[CH:9]=[CH:8][CH:7]=[CH:6][CH:5]=3)[CH:24]=2)[C:19]1=[O:38])[C:12]1[CH:13]=[CH:14][CH:15]=[CH:16][CH:17]=1. The catalyst class is: 6.